From a dataset of Full USPTO retrosynthesis dataset with 1.9M reactions from patents (1976-2016). Predict the reactants needed to synthesize the given product. Given the product [Cl:1][C:2]1[S:6][C:5]([C:7]([NH:9][CH2:10][C:11]2[N:12]=[CH:13][N:14]([C:16]3[CH:21]=[CH:20][C:19]([N:26]4[CH:27]=[CH:28][N:23]=[C:24]([OH:30])[C:25]4=[O:29])=[CH:18][CH:17]=3)[CH:15]=2)=[O:8])=[CH:4][CH:3]=1, predict the reactants needed to synthesize it. The reactants are: [Cl:1][C:2]1[S:6][C:5]([C:7]([NH:9][CH2:10][C:11]2[N:12]=[CH:13][N:14]([C:16]3[CH:21]=[CH:20][C:19](I)=[CH:18][CH:17]=3)[CH:15]=2)=[O:8])=[CH:4][CH:3]=1.[N:23]1[CH:28]=[CH:27][N:26]=[C:25]([OH:29])[C:24]=1[OH:30].OC1C=CC=C2C=1N=CC=C2.C([O-])([O-])=O.[K+].[K+].